This data is from Forward reaction prediction with 1.9M reactions from USPTO patents (1976-2016). The task is: Predict the product of the given reaction. Given the reactants C(N)CCC.[BH4-].[Na+].[CH:8]#[C:9][CH2:10][CH2:11][CH2:12][CH2:13][CH2:14][CH2:15][CH2:16][CH3:17].Br[C:19]#[C:20][CH2:21][CH2:22][CH2:23][CH3:24], predict the reaction product. The product is: [CH3:8][CH2:9][CH2:10][CH2:11][C:12]#[C:13][C:14]#[C:15][CH2:16][CH2:17][CH2:19][CH2:20][CH2:21][CH2:22][CH2:23][CH3:24].